This data is from Merck oncology drug combination screen with 23,052 pairs across 39 cell lines. The task is: Regression. Given two drug SMILES strings and cell line genomic features, predict the synergy score measuring deviation from expected non-interaction effect. (1) Drug 2: COC1CC2CCC(C)C(O)(O2)C(=O)C(=O)N2CCCCC2C(=O)OC(C(C)CC2CCC(OP(C)(C)=O)C(OC)C2)CC(=O)C(C)C=C(C)C(O)C(OC)C(=O)C(C)CC(C)C=CC=CC=C1C. Drug 1: O=S1(=O)NC2(CN1CC(F)(F)F)C1CCC2Cc2cc(C=CCN3CCC(C(F)(F)F)CC3)ccc2C1. Cell line: OVCAR3. Synergy scores: synergy=52.8. (2) Drug 1: CC(=O)OC1C(=O)C2(C)C(O)CC3OCC3(OC(C)=O)C2C(OC(=O)c2ccccc2)C2(O)CC(OC(=O)C(O)C(NC(=O)c3ccccc3)c3ccccc3)C(C)=C1C2(C)C. Drug 2: C=CCn1c(=O)c2cnc(Nc3ccc(N4CCN(C)CC4)cc3)nc2n1-c1cccc(C(C)(C)O)n1. Cell line: ES2. Synergy scores: synergy=4.08. (3) Drug 1: Nc1ccn(C2OC(CO)C(O)C2(F)F)c(=O)n1. Drug 2: Cn1cc(-c2cnn3c(N)c(Br)c(C4CCCNC4)nc23)cn1. Cell line: OCUBM. Synergy scores: synergy=26.4.